Dataset: Catalyst prediction with 721,799 reactions and 888 catalyst types from USPTO. Task: Predict which catalyst facilitates the given reaction. (1) Reactant: C(Cl)(=O)C(Cl)=O.CS(C)=O.[CH3:11][CH:12]1[CH2:16][NH:15][C:14]([C:17]2[CH:22]=[CH:21][N:20]=[C:19]([NH:23][C:24](=[O:31])[C:25]3[CH:30]=[CH:29][CH:28]=[CH:27][CH:26]=3)[CH:18]=2)=[N:13]1.C(N(CC)CC)C. Product: [CH3:11][C:12]1[N:13]=[C:14]([C:17]2[CH:22]=[CH:21][N:20]=[C:19]([NH:23][C:24](=[O:31])[C:25]3[CH:26]=[CH:27][CH:28]=[CH:29][CH:30]=3)[CH:18]=2)[NH:15][CH:16]=1. The catalyst class is: 4. (2) The catalyst class is: 66. Reactant: [F:1][C:2]([F:25])([F:24])[C:3]1[CH:8]=[CH:7][CH:6]=[CH:5][C:4]=1[C:9]([NH:11]N1C2C=CC=C(C(O)=O)C=2N=C1)=[O:10].Cl.[CH2:27]([C:29]([NH:31][CH2:32][CH2:33][CH2:34][N:35]([CH3:37])C)=N)[CH3:28].O[N:39]1[C:43]2C=C[CH:46]=[CH:47][C:42]=2N=N1.[F:48][C:49]([F:59])([F:58])[C:50]1[CH:57]=[CH:56][CH:55]=CC=1CN.CN(C=[O:64])C. Product: [F:59][C:49]([F:48])([F:58])[C:50]1[CH:57]=[CH:56][CH:55]=[CH:28][C:27]=1[CH2:29][NH:31][C:32]([C:33]1[C:34]2[N:35]=[CH:37][NH:39][C:43]=2[CH:42]=[C:47]([NH:11][C:9]([C:4]2[CH:5]=[CH:6][CH:7]=[CH:8][C:3]=2[C:2]([F:1])([F:24])[F:25])=[O:10])[CH:46]=1)=[O:64]. (3) Product: [CH2:14]([NH:17][C:4]1[C:5]2[S:10][CH:9]=[C:8]([CH2:11][CH3:12])[C:6]=2[N:7]=[C:2]([Cl:1])[N:3]=1)[CH:15]=[CH2:16]. Reactant: [Cl:1][C:2]1[N:3]=[C:4](Cl)[C:5]2[S:10][CH:9]=[C:8]([CH2:11][CH3:12])[C:6]=2[N:7]=1.[CH2:14]([NH2:17])[CH:15]=[CH2:16]. The catalyst class is: 3. (4) Reactant: CO[CH:3](OC)[CH2:4][C:5]1[S:9][C:8]([CH3:10])=[N:7][C:6]=1[C:11]([NH2:13])=[O:12].S(=O)(=O)(O)O. Product: [CH3:10][C:8]1[S:9][C:5]2[CH:4]=[CH:3][NH:13][C:11](=[O:12])[C:6]=2[N:7]=1. The catalyst class is: 12.